This data is from Forward reaction prediction with 1.9M reactions from USPTO patents (1976-2016). The task is: Predict the product of the given reaction. (1) Given the reactants FC(F)(F)C1C=C(C=CC=1)C=O.[CH3:13][CH:14]([CH3:33])[CH:15]([C:27]1[CH:32]=[CH:31][CH:30]=[CH:29][CH:28]=1)[C:16]([NH:18][C@@H:19]1[C@@H:26]2[C@@H:22]([CH2:23][NH:24][CH2:25]2)[CH2:21][CH2:20]1)=[O:17].C1(C(C2CCCCC2)C(N[C@@H]2[C@H:51]3[C@H:47]([CH2:48][NH:49][CH2:50]3)[CH2:46][CH2:45]2)=O)CCCCC1, predict the reaction product. The product is: [CH3:13][CH:14]([CH3:33])[CH:15]([C:27]1[CH:28]=[CH:29][CH:30]=[CH:31][CH:32]=1)[C:16]([NH:18][C@@H:19]1[C@@H:26]2[C@@H:22]([CH2:23][N:24]([CH2:48][C:47]3[CH:51]=[CH:50][N:49]=[CH:45][CH:46]=3)[CH2:25]2)[CH2:21][CH2:20]1)=[O:17]. (2) Given the reactants [Cl:1][C:2]1[CH:11]=[C:10]([C:12]([OH:14])=O)[C:9]2[C:4](=[CH:5][CH:6]=[CH:7][CH:8]=2)[N:3]=1.C(Cl)(=O)C([Cl:18])=O, predict the reaction product. The product is: [Cl:1][C:2]1[CH:11]=[C:10]([C:12]([Cl:18])=[O:14])[C:9]2[C:4](=[CH:5][CH:6]=[CH:7][CH:8]=2)[N:3]=1. (3) Given the reactants [CH2:1]([CH:3]([NH:6][C:7]1[N:17]=[CH:16][CH:15]=[CH:14][C:8]=1[C:9]([O:11][CH2:12]C)=[O:10])[CH2:4][CH3:5])[CH3:2].C(C(CC)CNC1N=CC=CC=1C(OCC)=[O:26])C, predict the reaction product. The product is: [CH2:1]([CH:3]([N:6]1[C:7]2[N:17]=[CH:16][CH:15]=[CH:14][C:8]=2[C:9](=[O:10])[O:11][C:12]1=[O:26])[CH2:4][CH3:5])[CH3:2]. (4) The product is: [CH3:1][N:2]1[C:6]2[C:7]([CH2:11][CH2:12][CH2:13][CH2:14][CH3:15])=[CH:8][CH:9]=[CH:10][C:5]=2[NH:4][C:3]1=[NH:16]. Given the reactants [CH3:1][N:2]1[C:6]2[C:7](/[CH:11]=[CH:12]/[CH2:13][CH2:14][CH3:15])=[CH:8][CH:9]=[CH:10][C:5]=2[N:4]=[C:3]1[NH2:16], predict the reaction product. (5) Given the reactants C(O)C.O.CCCCCCCCCCCCCCCC(OC[C@@H](OC(CCCCCCCCCCCCCCC)=O)COP(OCC[N+](C)(C)C)([O-])=O)=O.[CH3:55][C:56]([NH:59][CH2:60][CH:61]([OH:71])[C:62]1[CH:63]=[CH:64][C:65]([OH:70])=[C:66]([CH2:68][OH:69])[CH:67]=1)([CH3:58])[CH3:57].OS(O)(=O)=O, predict the reaction product. The product is: [CH3:58][C:56]([NH:59][CH2:60][CH:61]([OH:71])[C:62]1[CH:63]=[CH:64][C:65]([OH:70])=[C:66]([CH2:68][OH:69])[CH:67]=1)([CH3:55])[CH3:57]. (6) Given the reactants C([Li])CCC.[CH2:6]([O:13][C:14]1[C:19]([Cl:20])=[CH:18][C:17]([C:21]([F:24])([F:23])[F:22])=[CH:16][N:15]=1)[C:7]1[CH:12]=[CH:11][CH:10]=[CH:9][CH:8]=1.[C:25](=[O:27])=[O:26].[Cl-].[NH4+], predict the reaction product. The product is: [CH2:6]([O:13][C:14]1[C:19]([Cl:20])=[C:18]([C:25]([OH:27])=[O:26])[C:17]([C:21]([F:24])([F:22])[F:23])=[CH:16][N:15]=1)[C:7]1[CH:8]=[CH:9][CH:10]=[CH:11][CH:12]=1.